Dataset: Full USPTO retrosynthesis dataset with 1.9M reactions from patents (1976-2016). Task: Predict the reactants needed to synthesize the given product. (1) The reactants are: [C:1]([O:5][C:6](=[O:35])[NH:7][C:8]([N:17]1[CH2:22][CH2:21][CH:20]([O:23][N:24]2C(=O)C3C(=CC=CC=3)C2=O)[CH2:19][CH2:18]1)=[N:9][C:10](=[O:16])[O:11][C:12]([CH3:15])([CH3:14])[CH3:13])([CH3:4])([CH3:3])[CH3:2].C(Cl)Cl.O.NN. Given the product [NH2:24][O:23][CH:20]1[CH2:19][CH2:18][N:17]([C:8]([NH:9][C:10](=[O:16])[O:11][C:12]([CH3:15])([CH3:14])[CH3:13])=[N:7][C:6](=[O:35])[O:5][C:1]([CH3:3])([CH3:4])[CH3:2])[CH2:22][CH2:21]1, predict the reactants needed to synthesize it. (2) Given the product [C:1]([O-:20])(=[O:19])[CH2:2][CH2:3][CH2:4][CH2:5][CH2:6][CH2:7][CH2:8][CH:9]=[CH:10][CH:11]=[CH:12][CH:13]=[CH:14][CH2:15][CH2:16][CH2:17][CH3:18].[Na+:22], predict the reactants needed to synthesize it. The reactants are: [C:1]([OH:20])(=[O:19])[CH2:2][CH2:3][CH2:4][CH2:5][CH2:6][CH2:7][CH2:8][CH:9]=[CH:10][CH:11]=[CH:12][CH:13]=[CH:14][CH2:15][CH2:16][CH2:17][CH3:18].[OH-].[Na+:22]. (3) The reactants are: [Br:1][C:2]1[CH:7]=[CH:6][CH:5]=[CH:4][C:3]=1/[CH:8]=[CH:9]/[C@H:10]([C@@H:12]1[O:16][C:15](=[O:17])[C@H:14]([O:18][CH3:19])[C@@H:13]1[OH:20])[OH:11].Cl.[NH2:22][C@@H:23]1[C:29](=[O:30])[N:28]([CH3:31])[C:27]2[CH:32]=[CH:33][CH:34]=[CH:35][C:26]=2[O:25][CH2:24]1.C(C(CCCC)C([O-])=O)C.[Na+].C(Cl)Cl. Given the product [Br:1][C:2]1[CH:7]=[CH:6][CH:5]=[CH:4][C:3]=1/[CH:8]=[CH:9]/[C@@H:10]([OH:11])[C@H:12]([OH:16])[C@@H:13]([OH:20])[C@@H:14]([O:18][CH3:19])[C:15]([NH:22][C@@H:23]1[C:29](=[O:30])[N:28]([CH3:31])[C:27]2[CH:32]=[CH:33][CH:34]=[CH:35][C:26]=2[O:25][CH2:24]1)=[O:17], predict the reactants needed to synthesize it. (4) Given the product [CH3:1][N:2]([C:3]1[C:15]2[CH2:14][C@@H:28]3[C:23]([C:21](=[O:22])[C:20]=2[C:19]([OH:43])=[CH:18][CH:17]=1)=[C:24]([OH:42])[C@@:25]1([OH:41])[C@H:26]([C@H:29]([N:38]([CH3:39])[CH3:40])[C:30]([OH:37])=[C:31]([C:34]([NH2:36])=[O:35])[C:32]1=[O:33])[CH2:27]3)[CH3:5], predict the reactants needed to synthesize it. The reactants are: [CH3:1][N:2]([CH3:5])[CH:3]=O.FC(F)(F)C(O)=O.C[C@:14]1(O)[C@@H:28]2[C:23](=[C:24]([OH:42])[C@:25]3([OH:41])[C:32](=[O:33])[C:31]([C:34]([NH2:36])=[O:35])=[C:30]([OH:37])[C@@H:29]([N:38]([CH3:40])[CH3:39])[C@@H:26]3[CH2:27]2)[C:21](=[O:22])[C:20]2[C:19]([OH:43])=[CH:18][CH:17]=C[C:15]1=2.C1C2CC(C(C(N)=O)=C(O)[C@@]2(O)C(=O)C2C1CC1C=CC=C(O)C=1C=2O)=O. (5) Given the product [NH2:48][C:39]1[C:38]2[N:37]=[C:36]([CH2:49][CH2:50][CH2:51][CH3:52])[N:35]([CH2:34][CH2:33][CH2:32][CH2:31][NH:30][S:13]([C:8]3[C:9]4[C:4](=[C:3]([N:2]([CH3:17])[CH3:1])[CH:12]=[CH:11][CH:10]=4)[CH:5]=[CH:6][CH:7]=3)(=[O:15])=[O:14])[C:47]=2[C:46]2[CH:45]=[CH:44][CH:43]=[CH:42][C:41]=2[N:40]=1, predict the reactants needed to synthesize it. The reactants are: [CH3:1][N:2]([CH3:17])[C:3]1[CH:12]=[CH:11][CH:10]=[C:9]2[C:4]=1[CH:5]=[CH:6][CH:7]=[C:8]2[S:13](Cl)(=[O:15])=[O:14].C(N(CC)C(C)C)(C)C.ClCCl.[NH2:30][CH2:31][CH2:32][CH2:33][CH2:34][N:35]1[C:47]2[C:46]3[CH:45]=[CH:44][CH:43]=[CH:42][C:41]=3[N:40]=[C:39]([NH2:48])[C:38]=2[N:37]=[C:36]1[CH2:49][CH2:50][CH2:51][CH3:52]. (6) Given the product [NH2:14][C:15]1[C:20]([C:21]([NH:8][C:7]2[C:9]([F:13])=[CH:10][CH:11]=[CH:12][C:6]=2[Br:5])=[O:22])=[CH:19][C:18]([C:25]2[CH:26]=[N:27][N:28]([CH:30]3[CH2:35][CH2:34][N:33]([CH3:36])[CH2:32][CH2:31]3)[CH:29]=2)=[CH:17][N:16]=1, predict the reactants needed to synthesize it. The reactants are: C[Al](C)C.[Br:5][C:6]1[CH:12]=[CH:11][CH:10]=[C:9]([F:13])[C:7]=1[NH2:8].[NH2:14][C:15]1[C:20]([C:21](OC)=[O:22])=[CH:19][C:18]([C:25]2[CH:26]=[N:27][N:28]([CH:30]3[CH2:35][CH2:34][N:33]([CH3:36])[CH2:32][CH2:31]3)[CH:29]=2)=[CH:17][N:16]=1. (7) Given the product [CH2:13]([N:20]1[C:2]2[N:3]=[C:4]([NH2:12])[N:5]=[C:6]([CH3:11])[C:7]=2[CH2:8][CH2:9]1)[C:14]1[CH:19]=[CH:18][CH:17]=[CH:16][CH:15]=1, predict the reactants needed to synthesize it. The reactants are: Cl[C:2]1[C:7]([CH2:8][CH2:9]Cl)=[C:6]([CH3:11])[N:5]=[C:4]([NH2:12])[N:3]=1.[CH2:13]([NH2:20])[C:14]1[CH:19]=[CH:18][CH:17]=[CH:16][CH:15]=1.C(N(CC)CC)C.